This data is from Full USPTO retrosynthesis dataset with 1.9M reactions from patents (1976-2016). The task is: Predict the reactants needed to synthesize the given product. Given the product [F:46][C:47]1[CH:48]=[C:49]([C:59]2[CH:60]=[C:61]3[C:67]([C:68]4[CH:69]=[N:70][N:71]([CH2:73][C:74]5[CH:79]=[CH:78][CH:77]=[C:76]([F:80])[CH:75]=5)[CH:72]=4)=[CH:66][N:65]([S:81]([C:84]4[CH:85]=[CH:86][C:87]([CH3:88])=[CH:89][CH:90]=4)(=[O:83])=[O:82])[C:62]3=[N:63][CH:64]=2)[CH:50]=[CH:51][C:52]=1[CH:53]1[CH2:54][CH2:55][N:56]([CH3:3])[CH2:57][CH2:58]1, predict the reactants needed to synthesize it. The reactants are: Cl.F[C:3]1C=C(C=CC=1)CN1C=C(C2C3C(=NC=C(C4C=CC(C5CCNCC5)=CC=4)C=3)N(S(C3C=CC(C)=CC=3)(=O)=O)C=2)C=N1.[F:46][C:47]1[CH:48]=[C:49]([C:59]2[CH:60]=[C:61]3[C:67]([C:68]4[CH:69]=[N:70][N:71]([CH2:73][C:74]5[CH:79]=[CH:78][CH:77]=[C:76]([F:80])[CH:75]=5)[CH:72]=4)=[CH:66][N:65]([S:81]([C:84]4[CH:90]=[CH:89][C:87]([CH3:88])=[CH:86][CH:85]=4)(=[O:83])=[O:82])[C:62]3=[N:63][CH:64]=2)[CH:50]=[CH:51][C:52]=1[CH:53]1[CH2:58][CH2:57][NH:56][CH2:55][CH2:54]1.[OH-].[Li+].